From a dataset of Forward reaction prediction with 1.9M reactions from USPTO patents (1976-2016). Predict the product of the given reaction. (1) Given the reactants [CH2:1]([C@@H:3]1[CH2:24][O:23][C:6]2=[C:7]3[C:12](=[CH:13][CH:14]=[C:5]2[N:4]1[CH2:25][C:26](=[CH2:28])[CH3:27])[N:11]=[C:10]([O:15][CH:16]([CH3:18])[CH3:17])[CH:9]=[C:8]3[C:19]([F:22])([F:21])[F:20])[CH3:2].CCN(CC)CC, predict the reaction product. The product is: [CH2:1]([C@@H:3]1[CH2:24][O:23][C:6]2=[C:7]3[C:12](=[CH:13][CH:14]=[C:5]2[N:4]1[CH2:25][CH:26]([CH3:27])[CH3:28])[N:11]=[C:10]([O:15][CH:16]([CH3:18])[CH3:17])[CH:9]=[C:8]3[C:19]([F:21])([F:20])[F:22])[CH3:2]. (2) Given the reactants Br[C:2]1[CH:3]=[CH:4][C:5]([Cl:8])=[N:6][CH:7]=1.C([Li])CCC.C(CN[C:18](=[O:46])[C@H:19]([CH2:42][CH:43]([CH3:45])[CH3:44])[NH:20][C@@H:21](C1C=CC(C2C=CC(S(C)(=O)=O)=CC=2)=CC=1)[C:22]([F:25])([F:24])[F:23])#N.[NH4+].[Cl-], predict the reaction product. The product is: [Cl:8][C:5]1[N:6]=[CH:7][C:2]([C@H:21]([NH:20][C@@H:19]([CH2:42][CH:43]([CH3:45])[CH3:44])[CH2:18][OH:46])[C:22]([F:24])([F:23])[F:25])=[CH:3][CH:4]=1. (3) Given the reactants [Cl:1][C:2]1[CH:10]=[C:9]2[C:5]([CH:6]=[CH:7][NH:8]2)=[CH:4][CH:3]=1.[F:11][C:12]1[CH:17]=[CH:16][CH:15]=[CH:14][C:13]=1I, predict the reaction product. The product is: [Cl:1][C:2]1[CH:10]=[C:9]2[C:5]([CH:6]=[CH:7][N:8]2[C:13]2[CH:14]=[CH:15][CH:16]=[CH:17][C:12]=2[F:11])=[CH:4][CH:3]=1. (4) Given the reactants C1(P(C2C=CC=CC=2)C2C=CC=CC=2)C=CC=CC=1.N1C=CN=C1.[I:25]I.[O:27]1[CH2:32][CH2:31][CH2:30][CH2:29][CH:28]1[O:33][CH:34]1[CH2:38][CH2:37][CH2:36][CH:35]1[CH2:39]O, predict the reaction product. The product is: [I:25][CH2:39][CH:35]1[CH2:36][CH2:37][CH2:38][CH:34]1[O:33][CH:28]1[CH2:29][CH2:30][CH2:31][CH2:32][O:27]1. (5) Given the reactants CC(C)([O-])C.[K+].[CH3:7][C:8]1[CH:13]=[CH:12][N:11]=[CH:10][C:9]=1[NH2:14].[C:15](=O)([O:18]C)[O:16][CH3:17].O, predict the reaction product. The product is: [CH3:7][C:8]1[CH:13]=[CH:12][N:11]=[CH:10][C:9]=1[NH:14][C:15](=[O:18])[O:16][CH3:17]. (6) The product is: [CH3:11][O:10][C:9]1[CH:8]=[C:5]([OH:17])[CH:4]=[C:3]([O:12][CH3:13])[C:2]=1[CH:25]=[CH2:26]. Given the reactants O[C:2]1[C:9]([O:10][CH3:11])=[CH:8][C:5](C=O)=[CH:4][C:3]=1[O:12][CH3:13].C(O)(=O)CC(O)=[O:17].N1[CH2:26][CH2:25]CCC1, predict the reaction product. (7) Given the reactants C([Li])(C)(C)C.Br[C:7]1[CH:8]=[C:9]2[C:14](=[CH:15][CH:16]=1)[CH:13]=[C:12]([O:17][Si:18]([C:21]([CH3:24])([CH3:23])[CH3:22])([CH3:20])[CH3:19])[CH:11]=[CH:10]2.[CH3:25][CH2:26][O:27][C:28]([C:30]([C:33](OCC)=[O:34])([CH3:32])[CH3:31])=[O:29], predict the reaction product. The product is: [CH2:26]([O:27][C:28](=[O:29])[C:30]([CH3:32])([CH3:31])[C:33]([C:7]1[CH:16]=[CH:15][C:14]2[C:9](=[CH:10][CH:11]=[C:12]([O:17][Si:18]([C:21]([CH3:24])([CH3:23])[CH3:22])([CH3:20])[CH3:19])[CH:13]=2)[CH:8]=1)=[O:34])[CH3:25].